This data is from Forward reaction prediction with 1.9M reactions from USPTO patents (1976-2016). The task is: Predict the product of the given reaction. (1) Given the reactants C1(O)C=CC=CC=1.BrCCCCCCCCCO.[O:19]([CH2:26][CH2:27][CH2:28][CH2:29][CH2:30][CH2:31][CH2:32][CH2:33][CH2:34][OH:35])[C:20]1[CH:25]=[CH:24][CH:23]=[CH:22][CH:21]=1.O(CCCCCCCCC(O)=O)C1C=CC=CC=1.Cl.Cl.[CH2:56]([O:63][C:64](=[O:72])[CH2:65][C@@H:66]([NH2:71])[CH2:67][N:68]([CH3:70])[CH3:69])[C:57]1[CH:62]=[CH:61][CH:60]=[CH:59][CH:58]=1, predict the reaction product. The product is: [CH2:56]([O:63][C:64](=[O:72])[CH2:65][C@@H:66]([NH:71][C:34](=[O:35])[CH2:33][CH2:32][CH2:31][CH2:30][CH2:29][CH2:28][CH2:27][CH2:26][O:19][C:20]1[CH:25]=[CH:24][CH:23]=[CH:22][CH:21]=1)[CH2:67][N:68]([CH3:69])[CH3:70])[C:57]1[CH:62]=[CH:61][CH:60]=[CH:59][CH:58]=1. (2) Given the reactants [C:1]([Si:5]([O:8][C:9]1[CH:14]=[C:13]([CH3:15])[CH:12]=[CH:11][C:10]=1[Cl:16])([CH3:7])[CH3:6])([CH3:4])([CH3:3])[CH3:2].[Br:17]N1C(=O)CCC1=O, predict the reaction product. The product is: [Br:17][CH2:15][C:13]1[CH:12]=[CH:11][C:10]([Cl:16])=[C:9]([CH:14]=1)[O:8][Si:5]([C:1]([CH3:4])([CH3:3])[CH3:2])([CH3:7])[CH3:6]. (3) Given the reactants [CH:1]1[C:10]2[C:5](=[CH:6][C:7]([N:11]3[C:19]4[CH:18]=[CH:17][C:16]([CH3:20])=[CH:15][C:14]=4[C:13]4[CH2:21][N:22]([CH3:25])[CH2:23][CH2:24][C:12]3=4)=[CH:8][CH:9]=2)[CH:4]=[CH:3][N:2]=1.[CH:26]([O-])=[O:27].[NH4+], predict the reaction product. The product is: [CH3:25][N:22]1[CH2:23][CH2:24][C:12]2[N:11]([C:7]3[CH:6]=[C:5]4[C:10](=[CH:9][CH:8]=3)[CH2:1][N:2]([CH:26]=[O:27])[CH2:3][CH2:4]4)[C:19]3[CH:18]=[CH:17][C:16]([CH3:20])=[CH:15][C:14]=3[C:13]=2[CH2:21]1. (4) Given the reactants Cl[C:2]1[CH:7]=[CH:6][N:5]=[C:4]2[CH:8]=[C:9]([C:11]([N:13]3[CH2:17][CH2:16][C@@H:15]([O:18][CH3:19])[CH2:14]3)=[O:12])[S:10][C:3]=12.[CH2:20]([NH:24][C:25]([C:27]1[C:31]2[CH:32]=[CH:33][C:34]([OH:36])=[CH:35][C:30]=2[O:29][C:28]=1[CH3:37])=[O:26])[CH:21]([CH3:23])[CH3:22].C([O-])([O-])=O.[Cs+].[Cs+], predict the reaction product. The product is: [CH2:20]([NH:24][C:25]([C:27]1[C:31]2[CH:32]=[CH:33][C:34]([O:36][C:2]3[CH:7]=[CH:6][N:5]=[C:4]4[CH:8]=[C:9]([C:11]([N:13]5[CH2:17][CH2:16][CH:15]([O:18][CH3:19])[CH2:14]5)=[O:12])[S:10][C:3]=34)=[CH:35][C:30]=2[O:29][C:28]=1[CH3:37])=[O:26])[CH:21]([CH3:23])[CH3:22]. (5) Given the reactants [F:1][C:2]1[CH:3]=[C:4]([CH2:10][NH2:11])[CH:5]=[C:6]([F:9])[C:7]=1[F:8].Cl[C:13]1[CH:23]=[C:17]2[N:18]([CH3:22])[CH2:19][CH2:20][CH2:21][N:16]2[C:15](=[O:24])[N:14]=1, predict the reaction product. The product is: [CH3:22][N:18]1[CH2:19][CH2:20][CH2:21][N:16]2[C:15](=[O:24])[N:14]=[C:13]([NH:11][CH2:10][C:4]3[CH:3]=[C:2]([F:1])[C:7]([F:8])=[C:6]([F:9])[CH:5]=3)[CH:23]=[C:17]12.